Dataset: Forward reaction prediction with 1.9M reactions from USPTO patents (1976-2016). Task: Predict the product of the given reaction. (1) Given the reactants Cl.Cl.[O:3]1[C:8]2=[CH:9][CH:10]=[CH:11][C:7]2=[CH:6][C:5]([CH:12]2[CH2:17][CH2:16][CH2:15][CH2:14][N:13]2[CH2:18][CH2:19][C@H:20]2[CH2:25][CH2:24][C@H:23]([NH2:26])[CH2:22][CH2:21]2)=[CH:4]1.[F:27][C:28]1([F:34])[CH2:30][CH:29]1[C:31](O)=[O:32], predict the reaction product. The product is: [O:3]1[C:8]2=[CH:9][CH:10]=[CH:11][C:7]2=[CH:6][C:5]([CH:12]2[CH2:17][CH2:16][CH2:15][CH2:14][N:13]2[CH2:18][CH2:19][C@H:20]2[CH2:21][CH2:22][C@H:23]([NH:26][C:31]([CH:29]3[CH2:30][C:28]3([F:34])[F:27])=[O:32])[CH2:24][CH2:25]2)=[CH:4]1. (2) Given the reactants [OH:1][CH:2]([C:14]([CH3:17])([CH3:16])[CH3:15])[CH2:3][NH:4][C:5]([C:7]1[N:8]=[N:9][C:10](Cl)=[CH:11][CH:12]=1)=[O:6].[N:18]1([C:24]([C:26]2[CH:31]=[CH:30][CH:29]=[CH:28][C:27]=2[C:32]([F:35])([F:34])[F:33])=[O:25])[CH2:23][CH2:22][NH:21][CH2:20][CH2:19]1, predict the reaction product. The product is: [OH:1][CH:2]([C:14]([CH3:17])([CH3:16])[CH3:15])[CH2:3][NH:4][C:5]([C:7]1[N:8]=[N:9][C:10]([N:21]2[CH2:22][CH2:23][N:18]([C:24](=[O:25])[C:26]3[CH:31]=[CH:30][CH:29]=[CH:28][C:27]=3[C:32]([F:35])([F:33])[F:34])[CH2:19][CH2:20]2)=[CH:11][CH:12]=1)=[O:6]. (3) The product is: [OH:8][C:9]1[CH:10]=[CH:11][C:12]([C:15]([C:17]2[CH:22]=[CH:21][C:20]([O:23][CH3:24])=[CH:19][C:18]=2[O:25][C@H:27]([CH3:34])[C:28]([O:30][CH2:31][CH2:32][CH3:33])=[O:29])=[O:16])=[CH:13][CH:14]=1. Given the reactants C([O:8][C:9]1[CH:14]=[CH:13][C:12]([C:15]([C:17]2[CH:22]=[CH:21][C:20]([O:23][CH3:24])=[CH:19][C:18]=2[OH:25])=[O:16])=[CH:11][CH:10]=1)C1C=CC=CC=1.O[C@@H:27]([CH3:34])[C:28]([O:30][CH2:31][CH:32]=[CH2:33])=[O:29].C1(P(C2C=CC=CC=2)C2C=CC=CC=2)C=CC=CC=1.N(C(OCC)=O)=NC(OCC)=O, predict the reaction product. (4) Given the reactants [C:1](Cl)(=O)C.[C:5]([C@H:8]1[CH2:11][C@@H:10]([C:12]([OH:14])=[O:13])[C:9]1([CH3:16])[CH3:15])(=[O:7])[CH3:6], predict the reaction product. The product is: [C:5]([C@H:8]1[CH2:11][C@@H:10]([C:12]([O:14][CH3:1])=[O:13])[C:9]1([CH3:16])[CH3:15])(=[O:7])[CH3:6]. (5) Given the reactants [Cl:1][C:2]1[C:7]([Cl:8])=[CH:6][CH:5]=[CH:4][C:3]=1[C:9]1[CH:10]=[C:11]2[C:16]3=[C:17]([C@@H:19]4[CH2:24][NH:23][CH2:22][CH2:21][C@@H:20]4[N:15]3[CH2:14][CH2:13][CH2:12]2)[CH:18]=1.N, predict the reaction product. The product is: [CH2:7]([N:23]1[CH2:22][CH2:21][C@@H:20]2[N:15]3[C:16]4[C:11](=[CH:10][C:9]([C:3]5[CH:4]=[CH:5][CH:6]=[C:7]([Cl:8])[C:2]=5[Cl:1])=[CH:18][C:17]=4[C@@H:19]2[CH2:24]1)[CH2:12][CH2:13][CH2:14]3)[CH2:2][CH2:3][CH3:4]. (6) Given the reactants C(=O)([O-])[O-].[Ca+2].[NH2:6][C:7]1[CH:12]=[C:11]([C:13]([F:16])([F:15])[F:14])[C:10]([C:17]2[CH:22]=[CH:21][C:20]([S:23]([CH:26]3[CH2:31][CH2:30][N:29]([C:32]([O:34][C:35]([CH3:38])([CH3:37])[CH3:36])=[O:33])[CH2:28][CH2:27]3)(=[O:25])=[O:24])=[CH:19][CH:18]=2)=[C:9]([Cl:39])[CH:8]=1.ClCCl.O.[C:44](Cl)(Cl)=[S:45].Cl, predict the reaction product. The product is: [Cl:39][C:9]1[CH:8]=[C:7]([N:6]=[C:44]=[S:45])[CH:12]=[C:11]([C:13]([F:14])([F:16])[F:15])[C:10]=1[C:17]1[CH:18]=[CH:19][C:20]([S:23]([CH:26]2[CH2:31][CH2:30][N:29]([C:32]([O:34][C:35]([CH3:36])([CH3:38])[CH3:37])=[O:33])[CH2:28][CH2:27]2)(=[O:25])=[O:24])=[CH:21][CH:22]=1. (7) Given the reactants [Br:1][CH2:2][CH2:3][CH2:4][O:5][C:6]1[CH:7]=[C:8]2[C:13](=[CH:14][C:15]=1[O:16][CH3:17])[C:12]([CH2:18][C:19]1[CH:24]=[CH:23][CH:22]=[C:21]([O:25][CH2:26][CH3:27])[CH:20]=1)=[N:11][CH:10]=[C:9]2[CH:28]=[O:29].[Se](=O)=[O:31], predict the reaction product. The product is: [Br:1][CH2:2][CH2:3][CH2:4][O:5][C:6]1[CH:7]=[C:8]2[C:13](=[CH:14][C:15]=1[O:16][CH3:17])[C:12]([C:18](=[O:31])[C:19]1[CH:24]=[CH:23][CH:22]=[C:21]([O:25][CH2:26][CH3:27])[CH:20]=1)=[N:11][CH:10]=[C:9]2[CH:28]=[O:29]. (8) Given the reactants [NH2:1][C:2]1[C:7]2=[C:8]([C:16]3[CH:21]=[CH:20][C:19]([NH:22][C:23]([NH:25][C:26]4[CH:31]=[C:30]([C:32]([F:35])([F:34])[F:33])[CH:29]=[CH:28][C:27]=4[F:36])=[O:24])=[CH:18][CH:17]=3)[C:9]([CH2:13][O:14][CH3:15])=[C:10]([CH:11]=[O:12])[N:6]2[N:5]=[CH:4][N:3]=1.[CH3:37][Li], predict the reaction product. The product is: [NH2:1][C:2]1[C:7]2=[C:8]([C:16]3[CH:21]=[CH:20][C:19]([NH:22][C:23]([NH:25][C:26]4[CH:31]=[C:30]([C:32]([F:33])([F:34])[F:35])[CH:29]=[CH:28][C:27]=4[F:36])=[O:24])=[CH:18][CH:17]=3)[C:9]([CH2:13][O:14][CH3:15])=[C:10]([CH:11]([OH:12])[CH3:37])[N:6]2[N:5]=[CH:4][N:3]=1. (9) Given the reactants [CH:1]([N:4]1[CH2:8][CH2:7][C@@H:6]([N:9](C)[C:10](=O)OCC2C=CC=CC=2)[CH2:5]1)([CH3:3])[CH3:2], predict the reaction product. The product is: [CH:1]([N:4]1[CH2:8][CH2:7][C@@H:6]([NH:9][CH3:10])[CH2:5]1)([CH3:3])[CH3:2].